This data is from Forward reaction prediction with 1.9M reactions from USPTO patents (1976-2016). The task is: Predict the product of the given reaction. (1) Given the reactants [N+:1]([C:4]1[CH:5]=[CH:6][CH:7]=[C:8]2[C:12]=1[NH:11][CH:10]=[CH:9]2)([O-:3])=[O:2].C([O-])([O-])=O.[K+].[K+].Br[CH2:20][C:21]([O:23][CH3:24])=[O:22], predict the reaction product. The product is: [N+:1]([C:4]1[CH:5]=[CH:6][CH:7]=[C:8]2[C:12]=1[N:11]([CH2:20][C:21]([O:23][CH3:24])=[O:22])[CH:10]=[CH:9]2)([O-:3])=[O:2]. (2) The product is: [C:13]1([C:11]([C:9]2[N:10]=[C:5]3[CH:4]=[CH:3][C:2]([C:19]4[CH:24]=[CH:23][CH:22]=[CH:21][CH:20]=4)=[CH:7][N:6]3[CH:8]=2)=[O:12])[CH:18]=[CH:17][CH:16]=[CH:15][CH:14]=1. Given the reactants Br[C:2]1[CH:3]=[CH:4][C:5]2[N:6]([CH:8]=[C:9]([C:11]([C:13]3[CH:18]=[CH:17][CH:16]=[CH:15][CH:14]=3)=[O:12])[N:10]=2)[CH:7]=1.[C:19]1(B(O)O)[CH:24]=[CH:23][CH:22]=[CH:21][CH:20]=1.C(=O)([O-])[O-].[Na+].[Na+].C(#N)C, predict the reaction product. (3) The product is: [Cl:14][C:15]1[CH:22]=[C:21]([Cl:23])[CH:20]=[CH:19][C:16]=1[CH2:17][O:4][C@H:3]1[C@H:5]([O:6][CH2:17][C:16]2[CH:19]=[CH:20][C:21]([Cl:23])=[CH:22][C:15]=2[Cl:14])[C@H:7]([CH2:9][O:10][CH2:17][C:16]2[CH:19]=[CH:20][C:21]([Cl:23])=[CH:22][C:15]=2[Cl:14])[O:8][CH:2]1[O:1][CH3:11]. Given the reactants [O:1]([CH3:11])[CH:2]1[O:8][C@@H:7]([CH2:9][OH:10])[C@@H:5]([OH:6])[C@@H:3]1[OH:4].[H-].[Na+].[Cl:14][C:15]1[CH:22]=[C:21]([Cl:23])[CH:20]=[CH:19][C:16]=1[CH2:17]Cl, predict the reaction product. (4) Given the reactants [F:1][C:2]1[CH:7]=[C:6]([OH:8])[CH:5]=[CH:4][C:3]=1[CH2:9][C:10]([OH:12])=O.C1C=[C:17]2[N:19]=NN(O)[C:16]2=[CH:15]C=1.O.CCN=C=NCCCN(C)C.Cl.N1CCC1, predict the reaction product. The product is: [N:19]1([C:10](=[O:12])[CH2:9][C:3]2[CH:4]=[CH:5][C:6]([OH:8])=[CH:7][C:2]=2[F:1])[CH2:17][CH2:16][CH2:15]1.